Dataset: Catalyst prediction with 721,799 reactions and 888 catalyst types from USPTO. Task: Predict which catalyst facilitates the given reaction. (1) Reactant: OCC(N[C:11]([C@@H:13]1[CH2:15][C@H:14]1[C:16]1[CH:21]=[CH:20][CH:19]=[CH:18][CH:17]=1)=[O:12])C1C=CC=CC=1.[OH2:22]. Product: [C:16]1([C@@H:14]2[CH2:15][C@H:13]2[C:11]([OH:12])=[O:22])[CH:21]=[CH:20][CH:19]=[CH:18][CH:17]=1. The catalyst class is: 12. (2) Reactant: [Cl:1][C:2]1[CH:27]=[CH:26][C:5]([C:6]([NH:8][CH:9]([C:20]2[CH:25]=[CH:24][CH:23]=[CH:22][CH:21]=2)[CH2:10][CH2:11][NH:12]C(=O)OC(C)(C)C)=[O:7])=[CH:4][C:3]=1[NH:28][C:29]([C:31]1[C:50](=[O:51])[NH:49][C:34]2[N:35]=[C:36]([NH:39][CH2:40][CH2:41][N:42]3[CH2:47][CH2:46][N:45]([CH3:48])[CH2:44][CH2:43]3)[N:37]=[CH:38][C:33]=2[CH:32]=1)=[O:30].Cl. Product: [ClH:1].[NH2:12][CH2:11][CH2:10][CH:9]([NH:8][C:6]([C:5]1[CH:26]=[CH:27][C:2]([Cl:1])=[C:3]([NH:28][C:29]([C:31]2[C:50](=[O:51])[NH:49][C:34]3[N:35]=[C:36]([NH:39][CH2:40][CH2:41][N:42]4[CH2:43][CH2:44][N:45]([CH3:48])[CH2:46][CH2:47]4)[N:37]=[CH:38][C:33]=3[CH:32]=2)=[O:30])[CH:4]=1)=[O:7])[C:20]1[CH:21]=[CH:22][CH:23]=[CH:24][CH:25]=1. The catalyst class is: 12. (3) Reactant: [CH2:1]([O:8][C:9]([N:11]1[CH2:16][CH2:15][N:14]([C:17]2[CH:22]=[CH:21][C:20]([N:23]3[CH2:27][CH:26]([CH2:28][OH:29])[O:25][C:24]3=[O:30])=[CH:19][C:18]=2[F:31])[CH2:13][CH2:12]1)=[O:10])[C:2]1[CH:7]=[CH:6][CH:5]=[CH:4][CH:3]=1.[C:32]1([CH3:42])[CH:37]=[CH:36][C:35]([S:38](Cl)(=[O:40])=[O:39])=[CH:34][CH:33]=1. The catalyst class is: 17. Product: [F:31][C:18]1[CH:19]=[C:20]([N:23]2[CH2:27][C@H:26]([CH2:28][O:29][S:38]([C:35]3[CH:36]=[CH:37][C:32]([CH3:42])=[CH:33][CH:34]=3)(=[O:40])=[O:39])[O:25][C:24]2=[O:30])[CH:21]=[CH:22][C:17]=1[N:14]1[CH2:13][CH2:12][N:11]([C:9]([O:8][CH2:1][C:2]2[CH:3]=[CH:4][CH:5]=[CH:6][CH:7]=2)=[O:10])[CH2:16][CH2:15]1. (4) Reactant: P(Cl)(Cl)(Cl)=O.[C:6]1([CH:12]=[CH:13][CH:14](O)[CH3:15])[CH:11]=[CH:10][CH:9]=[CH:8][CH:7]=1.[C:17]([O-])(=[O:19])C.[Na+]. Product: [C:6]1([CH:12]=[CH:13][CH:14]=[CH:15][CH:17]=[O:19])[CH:11]=[CH:10][CH:9]=[CH:8][CH:7]=1. The catalyst class is: 35. (5) Reactant: C(O[C:4](=[N:6][C:7](=O)[C:8]1[CH:13]=[CH:12][C:11]([Br:14])=[CH:10][CH:9]=1)[CH3:5])C.Cl.[NH:17]([C:19]1[CH:24]=[CH:23][C:22]([S:25]([NH2:28])(=[O:27])=[O:26])=[CH:21][CH:20]=1)[NH2:18].C(N(CC)CC)C.O. Product: [Br:14][C:11]1[CH:10]=[CH:9][C:8]([C:7]2[N:17]([C:19]3[CH:20]=[CH:21][C:22]([S:25]([NH2:28])(=[O:27])=[O:26])=[CH:23][CH:24]=3)[N:18]=[C:4]([CH3:5])[N:6]=2)=[CH:13][CH:12]=1. The catalyst class is: 98. (6) Reactant: Cl.[C:2]1([CH:8]2[CH2:14][CH2:13][O:12][CH2:11][CH2:10][NH:9]2)[CH:7]=[CH:6][CH:5]=[CH:4][CH:3]=1.Cl[C:16]1[N:21]([CH3:22])[C:20](=[O:23])[CH:19]=[C:18]([C:24]2[CH:29]=[CH:28][N:27]=[CH:26][N:25]=2)[N:17]=1.C(N(CC)CC)C.O. Product: [C:2]1([CH:8]2[CH2:14][CH2:13][O:12][CH2:11][CH2:10][N:9]2[C:16]2[N:21]([CH3:22])[C:20](=[O:23])[CH:19]=[C:18]([C:24]3[CH:29]=[CH:28][N:27]=[CH:26][N:25]=3)[N:17]=2)[CH:3]=[CH:4][CH:5]=[CH:6][CH:7]=1. The catalyst class is: 7. (7) Reactant: [Br:1][C:2]1[CH:9]=[C:8](F)[CH:7]=[CH:6][C:3]=1[CH:4]=[O:5].[C:11]1([OH:17])[CH:16]=[CH:15][CH:14]=[CH:13][CH:12]=1.CN(C)C=O.C(=O)([O-])[O-].[K+].[K+]. Product: [Br:1][C:2]1[CH:9]=[C:8]([O:17][C:11]2[CH:16]=[CH:15][CH:14]=[CH:13][CH:12]=2)[CH:7]=[CH:6][C:3]=1[CH:4]=[O:5]. The catalyst class is: 69. (8) Reactant: [I:1]N1C(=O)CCC1=O.[CH2:9]([O:11][C:12](=[O:24])/[CH:13]=[CH:14]/[C:15]1[CH:20]=[CH:19][C:18](B(O)O)=[CH:17][CH:16]=1)[CH3:10]. Product: [I:1][C:18]1[CH:19]=[CH:20][C:15](/[CH:14]=[CH:13]/[C:12]([O:11][CH2:9][CH3:10])=[O:24])=[CH:16][CH:17]=1. The catalyst class is: 210.